From a dataset of Full USPTO retrosynthesis dataset with 1.9M reactions from patents (1976-2016). Predict the reactants needed to synthesize the given product. (1) Given the product [CH:1]1([N:6]2[C:10]3[N:11]=[C:12]([NH:15][C:16]4[CH:17]=[CH:18][C:19]([N:22]5[CH2:23][CH2:24][NH:25][CH2:26][CH2:27]5)=[CH:20][N:21]=4)[N:13]=[CH:14][C:9]=3[C:8]3[CH:35]=[CH:36][C:37](=[O:40])[N:38]([CH3:39])[C:7]2=3)[CH2:2][CH2:3][CH2:4][CH2:5]1, predict the reactants needed to synthesize it. The reactants are: [CH:1]1([N:6]2[C:10]3[N:11]=[C:12]([NH:15][C:16]4[N:21]=[CH:20][C:19]([N:22]5[CH2:27][CH2:26][N:25](C(OC(C)(C)C)=O)[CH2:24][CH2:23]5)=[CH:18][CH:17]=4)[N:13]=[CH:14][C:9]=3[C:8]3[CH:35]=[CH:36][C:37](=[O:40])[N:38]([CH3:39])[C:7]2=3)[CH2:5][CH2:4][CH2:3][CH2:2]1.Cl.CO.C(OCC)C. (2) The reactants are: [H-].[Na+].Cl[C:4]1[CH:9]=[CH:8][N:7]=[C:6]([NH2:10])[CH:5]=1.[NH2:11][C:12]1[CH:17]=[CH:16][C:15]([OH:18])=[CH:14][C:13]=1[F:19]. Given the product [NH2:11][C:12]1[CH:17]=[CH:16][C:15]([O:18][C:4]2[CH:9]=[CH:8][N:7]=[C:6]([NH2:10])[CH:5]=2)=[CH:14][C:13]=1[F:19], predict the reactants needed to synthesize it. (3) Given the product [OH:11][C@@H:12]([CH2:25][N:26]1[CH2:31][CH2:30][O:29][CH2:28][CH2:27]1)[CH2:13][N:14]1[CH2:19][CH2:18][C:17]2[NH:20][C:21]([CH:8]=[O:9])=[C:22]([CH3:23])[C:16]=2[C:15]1=[O:24], predict the reactants needed to synthesize it. The reactants are: P(Cl)(Cl)(Cl)=O.CN(C)[CH:8]=[O:9].[OH:11][C@@H:12]([CH2:25][N:26]1[CH2:31][CH2:30][O:29][CH2:28][CH2:27]1)[CH2:13][N:14]1[CH2:19][CH2:18][C:17]2[NH:20][CH:21]=[C:22]([CH3:23])[C:16]=2[C:15]1=[O:24]. (4) Given the product [C:14]([O:18][C:19]([N:21]1[CH2:26][CH2:25][C:24]2[N:27]=[C:28]([O:11][CH:8]3[CH2:7][CH2:6][N:5]([CH:1]4[CH2:4][CH2:3][CH2:2]4)[CH2:10][CH2:9]3)[S:29][C:23]=2[CH2:22]1)=[O:20])([CH3:17])([CH3:15])[CH3:16], predict the reactants needed to synthesize it. The reactants are: [CH:1]1([N:5]2[CH2:10][CH2:9][CH:8]([OH:11])[CH2:7][CH2:6]2)[CH2:4][CH2:3][CH2:2]1.[H-].[Na+].[C:14]([O:18][C:19]([N:21]1[CH2:26][CH2:25][C:24]2[N:27]=[C:28](Br)[S:29][C:23]=2[CH2:22]1)=[O:20])([CH3:17])([CH3:16])[CH3:15].